From a dataset of Peptide-MHC class II binding affinity with 134,281 pairs from IEDB. Regression. Given a peptide amino acid sequence and an MHC pseudo amino acid sequence, predict their binding affinity value. This is MHC class II binding data. (1) The peptide sequence is SQDLELSWNLNGLQAT. The MHC is DRB1_1302 with pseudo-sequence DRB1_1302. The binding affinity (normalized) is 0.545. (2) The peptide sequence is IGSFFYFPSIGMQRT. The MHC is HLA-DQA10102-DQB10602 with pseudo-sequence HLA-DQA10102-DQB10602. The binding affinity (normalized) is 0.338. (3) The peptide sequence is LLTWIKMLAAKNLPI. The MHC is DRB3_0101 with pseudo-sequence DRB3_0101. The binding affinity (normalized) is 0.306. (4) The peptide sequence is CGGTGKNTIVIPKGD. The MHC is HLA-DQA10401-DQB10402 with pseudo-sequence HLA-DQA10401-DQB10402. The binding affinity (normalized) is 0.